Dataset: NCI-60 drug combinations with 297,098 pairs across 59 cell lines. Task: Regression. Given two drug SMILES strings and cell line genomic features, predict the synergy score measuring deviation from expected non-interaction effect. (1) Drug 1: CC1OCC2C(O1)C(C(C(O2)OC3C4COC(=O)C4C(C5=CC6=C(C=C35)OCO6)C7=CC(=C(C(=C7)OC)O)OC)O)O. Synergy scores: CSS=23.9, Synergy_ZIP=-1.49, Synergy_Bliss=-4.14, Synergy_Loewe=-5.78, Synergy_HSA=-3.11. Drug 2: CC(C)(C#N)C1=CC(=CC(=C1)CN2C=NC=N2)C(C)(C)C#N. Cell line: SNB-19. (2) Drug 1: CC1C(C(=O)NC(C(=O)N2CCCC2C(=O)N(CC(=O)N(C(C(=O)O1)C(C)C)C)C)C(C)C)NC(=O)C3=C4C(=C(C=C3)C)OC5=C(C(=O)C(=C(C5=N4)C(=O)NC6C(OC(=O)C(N(C(=O)CN(C(=O)C7CCCN7C(=O)C(NC6=O)C(C)C)C)C)C(C)C)C)N)C. Drug 2: CN1C(=O)N2C=NC(=C2N=N1)C(=O)N. Cell line: SF-539. Synergy scores: CSS=1.06, Synergy_ZIP=1.16, Synergy_Bliss=5.10, Synergy_Loewe=-5.88, Synergy_HSA=-0.958. (3) Drug 1: C1CC(C1)(C(=O)O)C(=O)O.[NH2-].[NH2-].[Pt+2]. Drug 2: C1CN(P(=O)(OC1)NCCCl)CCCl. Cell line: PC-3. Synergy scores: CSS=6.20, Synergy_ZIP=0.277, Synergy_Bliss=-1.85, Synergy_Loewe=-2.05, Synergy_HSA=-6.19. (4) Drug 1: CC1=C(C=C(C=C1)NC(=O)C2=CC=C(C=C2)CN3CCN(CC3)C)NC4=NC=CC(=N4)C5=CN=CC=C5. Drug 2: CCN(CC)CCCC(C)NC1=C2C=C(C=CC2=NC3=C1C=CC(=C3)Cl)OC. Cell line: MCF7. Synergy scores: CSS=5.54, Synergy_ZIP=3.54, Synergy_Bliss=8.73, Synergy_Loewe=-10.9, Synergy_HSA=3.68.